This data is from Reaction yield outcomes from USPTO patents with 853,638 reactions. The task is: Predict the reaction yield, written as a fraction of the theoretical maximum amount of product (1.0 means a 100% yield; for example, 0.34 means a 34% yield). (1) The catalyst is C(OCC)C. The product is [CH3:1][C@H:2]1[C@@H:7]2[CH2:8][CH2:9][C:10]([CH3:12])=[CH:11][C@@H:6]2[C@H:5]([C@H:13]([CH:15]=[O:16])[CH3:14])[CH2:4][CH2:3]1. The reactants are [CH3:1][C@H:2]1[C@@H:7]2[CH2:8][CH2:9][C:10]([CH3:12])=[CH:11][C@@H:6]2[C@H:5]([C@H:13]([C:15](O)=[O:16])[CH3:14])[CH2:4][CH2:3]1.[N+](=C)=[N-]. The yield is 0.480. (2) The reactants are [Cl:1][C:2]1[CH:7]=[CH:6][CH:5]=[C:4]([N+:8]([O-])=O)[C:3]=1[N:11]1[CH2:16][CH2:15][N:14]([CH2:17][CH2:18][CH2:19][N:20]2[C:28]3[CH2:27][CH2:26][N:25]([S:29]([CH3:32])(=[O:31])=[O:30])[CH2:24][C:23]=3[C:22]([C:33]3[CH:38]=[CH:37][C:36]([C:39]([F:42])([F:41])[F:40])=[CH:35][CH:34]=3)=[N:21]2)[CH2:13][CH2:12]1.C(O)(=O)C. The catalyst is CCO.[Zn]. The product is [Cl:1][C:2]1[C:3]([N:11]2[CH2:16][CH2:15][N:14]([CH2:17][CH2:18][CH2:19][N:20]3[C:28]4[CH2:27][CH2:26][N:25]([S:29]([CH3:32])(=[O:30])=[O:31])[CH2:24][C:23]=4[C:22]([C:33]4[CH:34]=[CH:35][C:36]([C:39]([F:40])([F:41])[F:42])=[CH:37][CH:38]=4)=[N:21]3)[CH2:13][CH2:12]2)=[C:4]([NH2:8])[CH:5]=[CH:6][CH:7]=1. The yield is 1.00. (3) The reactants are [C:1]([C:4]1([C:7]([O:9][CH2:10][CH3:11])=[O:8])[CH2:6][CH2:5]1)(=O)[CH3:2].II.Br[CH:15]([F:21])[C:16]([O:18][CH2:19][CH3:20])=[O:17].Cl.N1C=CC=CC=1.S(Cl)(Cl)=O. The catalyst is C1C=CC=CC=1.[Zn].CCCCCC.C(OCC)(=O)C.C(Cl)(Cl)Cl.C(OCC)(=O)C. The product is [CH2:10]([O:9][C:7]([C:4]1([C:1]([CH3:2])=[C:15]([F:21])[C:16]([O:18][CH2:19][CH3:20])=[O:17])[CH2:6][CH2:5]1)=[O:8])[CH3:11]. The yield is 0.785. (4) The reactants are Cl[C:2]1[C:7]([C:8]#[N:9])=[CH:6][N:5]=[C:4]([S:10][CH3:11])[N:3]=1.Cl.[NH2:13][C@@H:14]1[CH2:20][CH2:19][CH2:18][CH2:17][C@H:16]([OH:21])[CH2:15]1.CCN(C(C)C)C(C)C.O. The catalyst is CN(C=O)C. The product is [OH:21][C@H:16]1[CH2:17][CH2:18][CH2:19][CH2:20][C@@H:14]([NH:13][C:2]2[C:7]([C:8]#[N:9])=[CH:6][N:5]=[C:4]([S:10][CH3:11])[N:3]=2)[CH2:15]1. The yield is 0.674. (5) The reactants are COC(=O)C[NH:5][C:6](=[O:37])[C:7]1[CH:12]=[C:11]([Cl:13])[C:10]([O:14][C:15]2[CH:20]=[CH:19][N:18]=[CH:17][C:16]=2[C:21]([N:23]2[C:32]3[C:27](=[CH:28][CH:29]=[CH:30][CH:31]=3)[N:26]([CH:33]3[CH2:35][CH2:34]3)[CH2:25][CH2:24]2)=[O:22])=[CH:9][C:8]=1[Cl:36].[Cl-].[NH4+].ON1C2C=CC=CC=2N=N1.C(N(CC)C(C)C)(C)C.Cl.CN(C)CCCN=C=NCC. The catalyst is CN(C)C=O. The product is [Cl:36][C:8]1[CH:9]=[C:10]([O:14][C:15]2[CH:20]=[CH:19][N:18]=[CH:17][C:16]=2[C:21]([N:23]2[C:32]3[C:27](=[CH:28][CH:29]=[CH:30][CH:31]=3)[N:26]([CH:33]3[CH2:34][CH2:35]3)[CH2:25][CH2:24]2)=[O:22])[C:11]([Cl:13])=[CH:12][C:7]=1[C:6]([NH2:5])=[O:37]. The yield is 0.800. (6) The catalyst is O1CCCC1.C(OCC)(=O)C. The product is [O:13]1[CH2:14][CH2:15][O:16][CH:12]1[C:10]1[S:11][C:7]([CH:23]([C:21]2[S:22][C:18]([CH3:17])=[CH:19][CH:20]=2)[OH:24])=[CH:8][CH:9]=1. The yield is 0.417. The reactants are C([Li])CCC.Br[C:7]1[S:11][C:10]([CH:12]2[O:16][CH2:15][CH2:14][O:13]2)=[CH:9][CH:8]=1.[CH3:17][C:18]1[S:22][C:21]([CH:23]=[O:24])=[CH:20][CH:19]=1.O. (7) The reactants are C([Mg]Cl)(C)C.Br[C:7]1[C:12]([O:13][CH3:14])=[CH:11][CH:10]=[CH:9][N:8]=1.[F:15][C:16]1[CH:23]=[CH:22][C:21]([F:24])=[CH:20][C:17]=1[CH:18]=[O:19].[Cl-].[NH4+]. The catalyst is O1CCCC1. The product is [F:15][C:16]1[CH:23]=[CH:22][C:21]([F:24])=[CH:20][C:17]=1[CH:18]([OH:19])[C:7]1[C:12]([O:13][CH3:14])=[CH:11][CH:10]=[CH:9][N:8]=1. The yield is 0.880. (8) The reactants are Br[C:2]1[C:6]2[C:7]([NH2:20])=[N:8][CH:9]=[C:10](/[CH:11]=[CH:12]/[CH:13]([O:17][CH2:18][CH3:19])[O:14][CH2:15][CH3:16])[C:5]=2[S:4][CH:3]=1.[O:21]([C:28]1[CH:33]=[CH:32][C:31](B(O)O)=[CH:30][CH:29]=1)[C:22]1[CH:27]=[CH:26][CH:25]=[CH:24][CH:23]=1.C(=O)([O-])[O-].[Na+].[Na+]. The catalyst is COCCOC.O.C1C=CC([P]([Pd]([P](C2C=CC=CC=2)(C2C=CC=CC=2)C2C=CC=CC=2)([P](C2C=CC=CC=2)(C2C=CC=CC=2)C2C=CC=CC=2)[P](C2C=CC=CC=2)(C2C=CC=CC=2)C2C=CC=CC=2)(C2C=CC=CC=2)C2C=CC=CC=2)=CC=1. The product is [CH2:15]([O:14][CH:13]([O:17][CH2:18][CH3:19])/[CH:12]=[CH:11]/[C:10]1[C:5]2[S:4][CH:3]=[C:2]([C:31]3[CH:32]=[CH:33][C:28]([O:21][C:22]4[CH:27]=[CH:26][CH:25]=[CH:24][CH:23]=4)=[CH:29][CH:30]=3)[C:6]=2[C:7]([NH2:20])=[N:8][CH:9]=1)[CH3:16]. The yield is 0.550. (9) The reactants are [CH:1](NC(C)C)(C)[CH3:2].[F:8][C:9]1[CH:10]=[N:11][CH:12]=[CH:13][CH:14]=1.C(I)C. The catalyst is O1CCCC1.O. The product is [CH2:1]([C:14]1[CH:13]=[CH:12][N:11]=[CH:10][C:9]=1[F:8])[CH3:2]. The yield is 0.350. (10) The reactants are [NH2:1][C:2]1[N:7]=[CH:6][N:5]=[C:4]([O:8][C:9]2[CH:14]=[CH:13][C:12]([NH:15][C:16]([NH:18][C:19]3[CH:24]=[CH:23][CH:22]=[CH:21][CH:20]=3)=[O:17])=[CH:11][CH:10]=2)[CH:3]=1.[C:25](OC(=O)C)(=[O:27])[CH3:26].N1C=CC=CC=1. The catalyst is O. The product is [C:19]1([NH:18][C:16](=[O:17])[NH:15][C:12]2[CH:11]=[CH:10][C:9]([O:8][C:4]3[N:5]=[CH:6][N:7]=[C:2]([NH:1][C:25](=[O:27])[CH3:26])[CH:3]=3)=[CH:14][CH:13]=2)[CH:20]=[CH:21][CH:22]=[CH:23][CH:24]=1. The yield is 0.520.